Dataset: Full USPTO retrosynthesis dataset with 1.9M reactions from patents (1976-2016). Task: Predict the reactants needed to synthesize the given product. (1) Given the product [CH3:12][O:2][CH:3]1[O:9][C@@H:8]([CH2:10][OH:11])[C@H:6]([OH:7])[C@@H:4]1[OH:5], predict the reactants needed to synthesize it. The reactants are: Cl.[O:2]=[CH:3][C@H:4]([C@H:6]([C@H:8]([CH2:10][OH:11])[OH:9])[OH:7])[OH:5].[CH3:12]O. (2) Given the product [F:31][C:32]([F:44])([F:43])[C:33]1[CH:34]=[C:35]([S:39]([O:11][CH2:12][C@@H:13]([NH:15][S:16]([C:19]2[CH:20]=[CH:21][CH:22]=[C:23]([C:32]([F:44])([F:43])[F:31])[CH:24]=2)(=[O:17])=[O:18])[CH3:14])(=[O:41])=[O:40])[CH:36]=[CH:37][CH:38]=1, predict the reactants needed to synthesize it. The reactants are: CC1C=CC(S([O:11][CH2:12][C@@H:13]([NH:15][S:16]([C:19]2[CH:24]=[CH:23][C:22](C)=[CH:21][CH:20]=2)(=[O:18])=[O:17])[CH3:14])(=O)=O)=CC=1.N[C@@H](C)CO.[F:31][C:32]([F:44])([F:43])[C:33]1[CH:34]=[C:35]([S:39](Cl)(=[O:41])=[O:40])[CH:36]=[CH:37][CH:38]=1. (3) Given the product [NH2:6][C:4]([C:3]1[CH:7]=[C:8]([F:11])[CH:9]=[CH:10][C:2]=1[NH:1][C:20](=[O:26])[C:21]([O:23][CH2:24][CH3:25])=[O:22])=[O:5], predict the reactants needed to synthesize it. The reactants are: [NH2:1][C:2]1[CH:10]=[CH:9][C:8]([F:11])=[CH:7][C:3]=1[C:4]([NH2:6])=[O:5].C(N(CC)CC)C.Cl[C:20](=[O:26])[C:21]([O:23][CH2:24][CH3:25])=[O:22]. (4) Given the product [CH2:1]([O:4][C:5]1[CH:12]=[CH:11][C:8]([CH2:9][OH:10])=[CH:7][C:6]=1[Cl:13])[CH:2]=[CH2:3], predict the reactants needed to synthesize it. The reactants are: [CH2:1]([O:4][C:5]1[CH:12]=[CH:11][C:8]([CH:9]=[O:10])=[CH:7][C:6]=1[Cl:13])[CH:2]=[CH2:3].[BH4-].[Na+]. (5) Given the product [CH3:1][O:2][C:3]1[CH:8]=[CH:7][C:6]([O:9][CH2:17][C:18]2[CH:25]=[CH:24][CH:23]=[C:22]([N+:26]([O-:28])=[O:27])[C:19]=2[C:20]#[N:21])=[CH:5][CH:4]=1, predict the reactants needed to synthesize it. The reactants are: [CH3:1][O:2][C:3]1[CH:8]=[CH:7][C:6]([OH:9])=[CH:5][CH:4]=1.C(=O)([O-])[O-].[K+].[K+].Br[CH2:17][C:18]1[CH:25]=[CH:24][CH:23]=[C:22]([N+:26]([O-:28])=[O:27])[C:19]=1[C:20]#[N:21]. (6) Given the product [CH:14]1([CH2:13][O:1][C:2]2[CH:7]=[CH:6][C:5]([C:8](=[O:10])[CH3:9])=[C:4]([CH3:11])[CH:3]=2)[CH2:16][CH2:15]1, predict the reactants needed to synthesize it. The reactants are: [OH:1][C:2]1[CH:7]=[CH:6][C:5]([C:8](=[O:10])[CH3:9])=[C:4]([CH3:11])[CH:3]=1.Br[CH2:13][CH:14]1[CH2:16][CH2:15]1. (7) Given the product [CH:32]1([C:9]2[C:8]3[C:12](=[CH:13][C:5]([C:3]([OH:4])=[O:2])=[CH:6][CH:7]=3)[N:11]([CH2:14][C:15]([N:17]3[CH2:18][CH2:19][O:20][CH2:21][CH2:22]3)=[O:16])[C:10]=2[C:23]2[CH:24]=[C:25]3[C:26](=[CH:27][CH:28]=2)[N:29]=[C:46]([C:43]2[CH:44]=[CH:45][C:40]([O:39][CH3:38])=[CH:41][CH:42]=2)[CH:47]=[CH:30]3)[CH2:37][CH2:36][CH2:35][CH2:34][CH2:33]1, predict the reactants needed to synthesize it. The reactants are: C[O:2][C:3]([C:5]1[CH:13]=[C:12]2[C:8]([C:9]([CH:32]3[CH2:37][CH2:36][CH2:35][CH2:34][CH2:33]3)=[C:10]([C:23]3[CH:28]=[CH:27][C:26]([NH2:29])=[C:25]([CH:30]=O)[CH:24]=3)[N:11]2[CH2:14][C:15]([N:17]2[CH2:22][CH2:21][O:20][CH2:19][CH2:18]2)=[O:16])=[CH:7][CH:6]=1)=[O:4].[CH3:38][O:39][C:40]1[CH:45]=[CH:44][C:43]([C:46](=O)[CH3:47])=[CH:42][CH:41]=1. (8) Given the product [Cl:1][C:2]1[CH:3]=[CH:4][C:5]2[C:14]([CH:15]=1)=[N:13][C:12]1[C:7](=[CH:8][CH:9]=[CH:10][CH:11]=1)[C:6]=2[NH:26][CH2:25][CH2:24][N:21]1[CH2:22][CH2:23][N:18]([CH3:17])[CH2:19][CH2:20]1, predict the reactants needed to synthesize it. The reactants are: [Cl:1][C:2]1[CH:3]=[CH:4][C:5]2[C:14]([CH:15]=1)=[N:13][C:12]1[C:7](=[CH:8][CH:9]=[CH:10][CH:11]=1)[C:6]=2Cl.[CH3:17][N:18]1[CH2:23][CH2:22][N:21]([CH2:24][CH2:25][NH2:26])[CH2:20][CH2:19]1. (9) Given the product [CH2:1]([NH:3][C:5]1[N:6]=[N+:7]([O-:21])[C:8]2[CH:17]=[C:16]3[C:12]([CH2:13][CH:14]([N:18]([CH3:19])[CH3:20])[CH2:15]3)=[CH:11][C:9]=2[N:10]=1)[CH3:2], predict the reactants needed to synthesize it. The reactants are: [CH2:1]([NH2:3])[CH3:2].Cl[C:5]1[N:6]=[N+:7]([O-:21])[C:8]2[CH:17]=[C:16]3[C:12]([CH2:13][CH:14]([N:18]([CH3:20])[CH3:19])[CH2:15]3)=[CH:11][C:9]=2[N:10]=1. (10) Given the product [CH2:15]([O:1][C:2]1[C:10]([CH2:11][CH2:12][CH3:13])=[CH:9][C:5]2[O:6][CH2:7][O:8][C:4]=2[CH:3]=1)[C:16]#[C:17][CH3:18], predict the reactants needed to synthesize it. The reactants are: [OH:1][C:2]1[C:10]([CH2:11][CH2:12][CH3:13])=[CH:9][C:5]2[O:6][CH2:7][O:8][C:4]=2[CH:3]=1.Br[CH2:15][C:16]#[C:17][CH3:18].C(=O)([O-])[O-].[K+].[K+].